This data is from Reaction yield outcomes from USPTO patents with 853,638 reactions. The task is: Predict the reaction yield, written as a fraction of the theoretical maximum amount of product (1.0 means a 100% yield; for example, 0.34 means a 34% yield). The reactants are [Li+].[Cl-].[CH3:3][N:4]1[C:12](=[O:13])[C:11]2[N:10]([CH3:14])[CH:9]=[N:8][C:7]=2[N:6]([CH3:15])[C:5]1=[O:16].Br[CH2:18][C:19](=[CH2:25])[C:20]([O:22][CH2:23][CH3:24])=[O:21].C([Cu])#N. The catalyst is C1COCC1. The product is [CH3:3][N:4]1[C:12](=[O:13])[C:11]2[N:10]([CH3:14])[C:9]([CH2:25][C:19](=[CH2:18])[C:20]([O:22][CH2:23][CH3:24])=[O:21])=[N:8][C:7]=2[N:6]([CH3:15])[C:5]1=[O:16]. The yield is 0.690.